Dataset: Peptide-MHC class I binding affinity with 185,985 pairs from IEDB/IMGT. Task: Regression. Given a peptide amino acid sequence and an MHC pseudo amino acid sequence, predict their binding affinity value. This is MHC class I binding data. (1) The peptide sequence is ELRENTQTTI. The MHC is HLA-A02:06 with pseudo-sequence HLA-A02:06. The binding affinity (normalized) is 0. (2) The peptide sequence is VTKYNMPPI. The MHC is H-2-Db with pseudo-sequence H-2-Db. The binding affinity (normalized) is 0.367.